From a dataset of Full USPTO retrosynthesis dataset with 1.9M reactions from patents (1976-2016). Predict the reactants needed to synthesize the given product. (1) Given the product [OH:1][C:2]([CH3:35])([CH3:36])[CH2:3][C@@:4]1([C:29]2[CH:30]=[CH:31][CH:32]=[CH:33][CH:34]=2)[O:10][C:9](=[O:11])[N:8]([C@H:12]([C:14]2[CH:19]=[CH:18][C:17]([C:38]3[CH:43]=[CH:42][N:41]([CH3:44])[C:40](=[O:45])[CH:39]=3)=[CH:16][CH:15]=2)[CH3:13])[CH2:7][CH2:6][CH2:5]1, predict the reactants needed to synthesize it. The reactants are: [OH:1][C:2]([CH3:36])([CH3:35])[CH2:3][C@@:4]1([C:29]2[CH:34]=[CH:33][CH:32]=[CH:31][CH:30]=2)[O:10][C:9](=[O:11])[N:8]([C@H:12]([C:14]2[CH:19]=[CH:18][C:17](B3OC(C)(C)C(C)(C)O3)=[CH:16][CH:15]=2)[CH3:13])[CH2:7][CH2:6][CH2:5]1.I[C:38]1[CH:43]=[CH:42][N:41]([CH3:44])[C:40](=[O:45])[CH:39]=1. (2) Given the product [Cl:21][C:13]1[CH:14]=[C:15]([N+:18]([O-:20])=[O:19])[CH:16]=[CH:17][C:12]=1[C:3]1[CH:4]=[N:5][CH:6]=[CH:7][C:2]=1[CH3:1], predict the reactants needed to synthesize it. The reactants are: [CH3:1][C:2]1[CH:7]=[CH:6][N:5]=[CH:4][C:3]=1B(O)O.Br[C:12]1[CH:17]=[CH:16][C:15]([N+:18]([O-:20])=[O:19])=[CH:14][C:13]=1[Cl:21].CC1C=CN=CC=1C1C=CC=C2C=1C=NN2. (3) Given the product [N:25]1[C:24]2[NH:28][CH:29]=[CH:30][C:23]=2[C:22]([N:21]2[CH:15]3[CH2:14][N:13]([C:11](=[O:12])[C@H:10]([NH:9][C:4]4[CH:3]=[C:2]([Cl:1])[CH:7]=[C:6]([Cl:8])[CH:5]=4)[CH:33]4[CH2:34][CH2:35]4)[CH2:18][CH2:17][CH:16]3[CH2:19][CH2:20]2)=[N:27][CH:26]=1, predict the reactants needed to synthesize it. The reactants are: [Cl:1][C:2]1[CH:3]=[C:4]([NH:9][CH2:10][C:11]([N:13]2[CH2:18][CH2:17][CH:16]3[CH2:19][CH2:20][N:21]([C:22]4[C:23]5[CH:30]=[CH:29][NH:28][C:24]=5[N:25]=[CH:26][N:27]=4)[CH:15]3[CH2:14]2)=[O:12])[CH:5]=[C:6]([Cl:8])[CH:7]=1.C(=O)C[CH2:33][CH2:34][CH3:35].